This data is from TCR-epitope binding with 47,182 pairs between 192 epitopes and 23,139 TCRs. The task is: Binary Classification. Given a T-cell receptor sequence (or CDR3 region) and an epitope sequence, predict whether binding occurs between them. (1) The epitope is SEVGPEHSLAEY. The TCR CDR3 sequence is CASSLAYGTGELFF. Result: 1 (the TCR binds to the epitope). (2) The TCR CDR3 sequence is CASRGGAELNTGELFF. The epitope is KLFIRQEEV. Result: 0 (the TCR does not bind to the epitope). (3) The epitope is TEILPVSMTK. The TCR CDR3 sequence is CASSLGTDSNQPQHF. Result: 0 (the TCR does not bind to the epitope). (4) The epitope is PKYVKQNTLKLAT. The TCR CDR3 sequence is CASSLEEQRAFF. Result: 1 (the TCR binds to the epitope).